This data is from Full USPTO retrosynthesis dataset with 1.9M reactions from patents (1976-2016). The task is: Predict the reactants needed to synthesize the given product. Given the product [Cl:1][C:2]1[CH:11]=[CH:10][C:9]([NH:12][C:13]([C:15]2[N:19]([CH3:20])[N:18]=[C:17]([C:21]([F:27])([F:26])[C:22]([F:25])([F:23])[F:24])[C:16]=2[C:28]([F:29])([F:30])[F:31])=[O:14])=[CH:8][C:3]=1[C:4]([OH:6])=[O:5], predict the reactants needed to synthesize it. The reactants are: [Cl:1][C:2]1[CH:11]=[CH:10][C:9]([NH:12][C:13]([C:15]2[N:19]([CH3:20])[N:18]=[C:17]([C:21]([F:27])([F:26])[C:22]([F:25])([F:24])[F:23])[C:16]=2[C:28]([F:31])([F:30])[F:29])=[O:14])=[CH:8][C:3]=1[C:4]([O:6]C)=[O:5].[OH-].[Na+].Cl.